From a dataset of NCI-60 drug combinations with 297,098 pairs across 59 cell lines. Regression. Given two drug SMILES strings and cell line genomic features, predict the synergy score measuring deviation from expected non-interaction effect. (1) Drug 1: CCCCC(=O)OCC(=O)C1(CC(C2=C(C1)C(=C3C(=C2O)C(=O)C4=C(C3=O)C=CC=C4OC)O)OC5CC(C(C(O5)C)O)NC(=O)C(F)(F)F)O. Drug 2: C1=NNC2=C1C(=O)NC=N2. Cell line: IGROV1. Synergy scores: CSS=7.19, Synergy_ZIP=-4.63, Synergy_Bliss=2.43, Synergy_Loewe=-4.15, Synergy_HSA=1.51. (2) Synergy scores: CSS=63.0, Synergy_ZIP=2.16, Synergy_Bliss=2.14, Synergy_Loewe=-1.48, Synergy_HSA=-1.86. Cell line: SK-MEL-28. Drug 1: CC1C(C(CC(O1)OC2CC(OC(C2O)C)OC3=CC4=CC5=C(C(=O)C(C(C5)C(C(=O)C(C(C)O)O)OC)OC6CC(C(C(O6)C)O)OC7CC(C(C(O7)C)O)OC8CC(C(C(O8)C)O)(C)O)C(=C4C(=C3C)O)O)O)O. Drug 2: CC(C)(C#N)C1=CC(=CC(=C1)CN2C=NC=N2)C(C)(C)C#N. (3) Cell line: SF-295. Drug 1: C1=CC(=C2C(=C1NCCNCCO)C(=O)C3=C(C=CC(=C3C2=O)O)O)NCCNCCO. Synergy scores: CSS=59.3, Synergy_ZIP=-4.65, Synergy_Bliss=-4.98, Synergy_Loewe=-3.29, Synergy_HSA=-3.43. Drug 2: C#CCC(CC1=CN=C2C(=N1)C(=NC(=N2)N)N)C3=CC=C(C=C3)C(=O)NC(CCC(=O)O)C(=O)O. (4) Drug 1: CCC(=C(C1=CC=CC=C1)C2=CC=C(C=C2)OCCN(C)C)C3=CC=CC=C3.C(C(=O)O)C(CC(=O)O)(C(=O)O)O. Drug 2: CC1C(C(CC(O1)OC2CC(CC3=C2C(=C4C(=C3O)C(=O)C5=CC=CC=C5C4=O)O)(C(=O)C)O)N)O. Cell line: SK-MEL-2. Synergy scores: CSS=31.0, Synergy_ZIP=3.70, Synergy_Bliss=1.83, Synergy_Loewe=-34.2, Synergy_HSA=-2.57.